From a dataset of Catalyst prediction with 721,799 reactions and 888 catalyst types from USPTO. Predict which catalyst facilitates the given reaction. (1) Reactant: [S:1]1[C:5]2[CH:6]=[CH:7][CH:8]=[CH:9][C:4]=2[C:3]([C@@H:10](O)[CH3:11])=[CH:2]1.C1C=CC(P([N:27]=[N+:28]=[N-:29])(C2C=CC=CC=2)=O)=CC=1.C1CCN2C(=NCCC2)CC1. Product: [S:1]1[C:5]2[CH:6]=[CH:7][CH:8]=[CH:9][C:4]=2[C:3]([C@H:10]([N:27]=[N+:28]=[N-:29])[CH3:11])=[CH:2]1. The catalyst class is: 11. (2) The catalyst class is: 530. Product: [CH3:9][O:8][C:4]1[CH:3]=[C:2]([CH:7]=[CH:6][CH:5]=1)[C:1]([O:11][CH2:16][Cl:26])=[O:10]. Reactant: [C:1]([OH:11])(=[O:10])[C:2]1[CH:7]=[CH:6][CH:5]=[C:4]([O:8][CH3:9])[CH:3]=1.S(Cl)(Cl)=O.[C:16]([Cl:26])(=O)C1C=CC=C(OC)C=1.C=O. (3) Reactant: [CH2:1]([O:3][C:4]1[C:8]([CH2:9][CH2:10][CH2:11][OH:12])=[CH:7][N:6]([C:13]2[CH:18]=[CH:17][C:16]([C:19]([F:22])([F:21])[F:20])=[CH:15][CH:14]=2)[N:5]=1)[CH3:2].O[C:24]1[CH:25]=[C:26]([CH2:30][C:31]([O:33]C)=[O:32])[CH:27]=[CH:28][CH:29]=1.C(P(CCCC)CCCC)CCC.N(C(N1CCCCC1)=O)=NC(N1CCCCC1)=O. Product: [CH2:1]([O:3][C:4]1[C:8]([CH2:9][CH2:10][CH2:11][O:12][C:24]2[CH:25]=[C:26]([CH2:30][C:31]([OH:33])=[O:32])[CH:27]=[CH:28][CH:29]=2)=[CH:7][N:6]([C:13]2[CH:18]=[CH:17][C:16]([C:19]([F:21])([F:22])[F:20])=[CH:15][CH:14]=2)[N:5]=1)[CH3:2]. The catalyst class is: 7. (4) Reactant: [Br-].[NH2:2][C:3]([C:5]1[CH:6]=[C:7]([CH:34]=[CH:35][CH:36]=1)[O:8][CH2:9][CH2:10][CH2:11][CH2:12][CH2:13][CH2:14][P+](C1C=CC=CC=1)(C1C=CC=CC=1)C1C=CC=CC=1)=[O:4].C[Si]([N-][Si](C)(C)C)(C)C.[K+].[S:47]1[CH:51]=[CH:50][C:49]([CH:52]=O)=[CH:48]1. Product: [S:47]1[CH:51]=[CH:50][C:49](/[CH:52]=[CH:14]\[CH2:13][CH2:12][CH2:11][CH2:10][CH2:9][O:8][C:7]2[CH:6]=[C:5]([C:3]([NH2:2])=[O:4])[CH:36]=[CH:35][CH:34]=2)=[CH:48]1. The catalyst class is: 11. (5) Reactant: C(=O)[CH2:2][CH2:3][CH:4]=[O:5].N1[CH2:14][CH2:13][CH2:12][C@H:8]1[C:9]([OH:11])=[O:10].COC(C)(C)C. Product: [OH:10][CH:9]1[O:11][C@H:13]2[CH2:14][C:3]([CH:4]=[O:5])=[CH:2][C@H:12]2[CH2:8]1. The catalyst class is: 1.